This data is from Reaction yield outcomes from USPTO patents with 853,638 reactions. The task is: Predict the reaction yield, written as a fraction of the theoretical maximum amount of product (1.0 means a 100% yield; for example, 0.34 means a 34% yield). (1) The reactants are [F:1][C:2]1[CH:9]=[CH:8][C:7]([O:10][CH3:11])=[CH:6][C:3]=1[CH:4]=[O:5].[B-](F)(F)(F)F.[B-](F)(F)(F)F.C1[N+]2(CCl)CC[N+](F)(CC2)C1.[I:33]I.O. The catalyst is CC#N. The product is [F:1][C:2]1[CH:9]=[C:8]([I:33])[C:7]([O:10][CH3:11])=[CH:6][C:3]=1[CH:4]=[O:5]. The yield is 0.820. (2) The reactants are N12CCCN=C1CCCCC2.Cl.[NH2:13][CH2:14][C:15]1[CH:23]=[CH:22][CH:21]=[C:20]2[C:16]=1[C:17](=[O:33])[N:18]([CH:25]1[CH2:30][CH2:29][C:28](=[O:31])[NH:27][C:26]1=[O:32])[C:19]2=[O:24].[CH2:34]([N:41]=[C:42]=[O:43])[C:35]1[CH:40]=[CH:39][CH:38]=[CH:37][CH:36]=1. The catalyst is CC#N. The product is [O:32]=[C:26]1[CH:25]([N:18]2[C:17](=[O:33])[C:16]3[C:20](=[CH:21][CH:22]=[CH:23][C:15]=3[CH2:14][NH:13][C:42]([NH:41][CH2:34][C:35]3[CH:40]=[CH:39][CH:38]=[CH:37][CH:36]=3)=[O:43])[C:19]2=[O:24])[CH2:30][CH2:29][C:28](=[O:31])[NH:27]1. The yield is 0.540. (3) The reactants are [C:1]([CH:4]([CH2:10][C:11](=O)[C:12]1[CH:17]=[CH:16][CH:15]=[CH:14][CH:13]=1)[C:5]([O:7][CH2:8][CH3:9])=[O:6])(=O)[CH3:2].C([O-])(=O)C.[NH4+:23]. The catalyst is C(O)(=O)C. The product is [CH3:2][C:1]1[NH:23][C:11]([C:12]2[CH:17]=[CH:16][CH:15]=[CH:14][CH:13]=2)=[CH:10][C:4]=1[C:5]([O:7][CH2:8][CH3:9])=[O:6]. The yield is 0.450. (4) The reactants are [N:1]1([CH2:7][C:8]([NH:10][C:11]2[CH:12]=[C:13]([CH:17]=[CH:18][C:19]=2[O:20][C:21]([F:24])([F:23])[F:22])[C:14]([OH:16])=O)=[O:9])[CH2:6][CH2:5][O:4][CH2:3][CH2:2]1.[C:25]1([C:31]2[N:36]=[CH:35][C:34]([NH2:37])=[CH:33][CH:32]=2)[CH:30]=[CH:29][CH:28]=[CH:27][CH:26]=1.F[P-](F)(F)(F)(F)F.N1(O[P+](N2CCCC2)(N2CCCC2)N2CCCC2)C2C=CC=CC=2N=N1.C(N(C(C)C)CC)(C)C. The catalyst is CN(C=O)C.O. The product is [N:1]1([CH2:7][C:8]([NH:10][C:11]2[CH:12]=[C:13]([CH:17]=[CH:18][C:19]=2[O:20][C:21]([F:24])([F:23])[F:22])[C:14]([NH:37][C:34]2[CH:35]=[N:36][C:31]([C:25]3[CH:30]=[CH:29][CH:28]=[CH:27][CH:26]=3)=[CH:32][CH:33]=2)=[O:16])=[O:9])[CH2:6][CH2:5][O:4][CH2:3][CH2:2]1. The yield is 0.360. (5) The yield is 0.590. The reactants are [CH3:1][C:2]1([CH3:16])[C:6]([CH3:8])([CH3:7])[O:5][B:4]([C:9]2[CH:15]=[CH:14][C:12]([NH2:13])=[CH:11][CH:10]=2)[O:3]1.[CH:17]1([S:20](Cl)(=[O:22])=[O:21])[CH2:19][CH2:18]1.N1C=CC=CC=1.C(=O)(O)[O-].[Na+]. The catalyst is ClCCCl. The product is [CH3:8][C:6]1([CH3:7])[C:2]([CH3:16])([CH3:1])[O:3][B:4]([C:9]2[CH:15]=[CH:14][C:12]([NH:13][S:20]([CH:17]3[CH2:19][CH2:18]3)(=[O:22])=[O:21])=[CH:11][CH:10]=2)[O:5]1. (6) The reactants are [OH:1][C:2]1[CH:10]=[CH:9][C:8]([C:11]2[N:12]([C:27]([O:29][C:30]([CH3:33])([CH3:32])[CH3:31])=[O:28])[C:13]3[C:18]([CH:19]=2)=[CH:17][C:16]([CH2:20][N:21]2[CH2:26][CH2:25][CH2:24][CH2:23][CH2:22]2)=[CH:15][CH:14]=3)=[C:7]2[C:3]=1[CH2:4][NH:5][C:6]2=[O:34].C(N(CC)CC)C.[CH3:42][C:43]1[CH:48]=[CH:47][CH:46]=[CH:45][C:44]=1[S:49](Cl)(=[O:51])=[O:50]. The catalyst is C(#N)C. The product is [CH3:42][C:43]1[CH:48]=[CH:47][CH:46]=[CH:45][C:44]=1[S:49]([O:1][C:2]1[CH:10]=[CH:9][C:8]([C:11]2[N:12]([C:27]([O:29][C:30]([CH3:31])([CH3:33])[CH3:32])=[O:28])[C:13]3[C:18]([CH:19]=2)=[CH:17][C:16]([CH2:20][N:21]2[CH2:26][CH2:25][CH2:24][CH2:23][CH2:22]2)=[CH:15][CH:14]=3)=[C:7]2[C:3]=1[CH2:4][NH:5][C:6]2=[O:34])(=[O:51])=[O:50]. The yield is 0.690. (7) The reactants are Cl.Cl.[CH3:3][C:4]1[CH:13]=[CH:12][C:11]2[C:6](=[CH:7][CH:8]=[CH:9][C:10]=2[O:14][CH2:15][CH2:16][N:17]2[CH2:22][CH2:21][CH:20]([CH2:23][C:24]3[CH:25]=[C:26]([CH:28]=[CH:29][CH:30]=3)[NH2:27])[CH2:19][CH2:18]2)[N:5]=1.C(N(CC)CC)C.[CH3:38][S:39](O[S:39]([CH3:38])(=[O:41])=[O:40])(=[O:41])=[O:40]. The catalyst is ClCCl. The product is [CH3:3][C:4]1[CH:13]=[CH:12][C:11]2[C:6](=[CH:7][CH:8]=[CH:9][C:10]=2[O:14][CH2:15][CH2:16][N:17]2[CH2:18][CH2:19][CH:20]([CH2:23][C:24]3[CH:25]=[C:26]([NH:27][S:39]([CH3:38])(=[O:41])=[O:40])[CH:28]=[CH:29][CH:30]=3)[CH2:21][CH2:22]2)[N:5]=1. The yield is 0.490. (8) The reactants are C(OC([N:8]1[CH2:13][CH2:12][C:11](=[CH:14][C:15]2[CH:20]=[CH:19][CH:18]=[C:17]([O:21][C:22]3[CH:27]=[CH:26][C:25]([F:28])=[CH:24][N:23]=3)[CH:16]=2)[CH2:10][CH2:9]1)=O)(C)(C)C.[F:29][C:30]([F:35])([F:34])[C:31]([OH:33])=[O:32]. The catalyst is ClCCl. The product is [F:29][C:30]([F:35])([F:34])[C:31]([OH:33])=[O:32].[F:28][C:25]1[CH:26]=[CH:27][C:22]([O:21][C:17]2[CH:18]=[CH:19][CH:20]=[C:15]([CH:14]=[C:11]3[CH2:10][CH2:9][NH:8][CH2:13][CH2:12]3)[CH:16]=2)=[N:23][CH:24]=1. The yield is 1.00. (9) The reactants are N([O-])=O.[Na+].[CH2:5]([N:11]1[CH2:16][CH:15]2[CH:13]([C:14]2([C:18]2[CH:19]=[C:20](N)[CH:21]=[CH:22][CH:23]=2)[CH3:17])[CH2:12]1)[CH2:6][CH2:7][CH2:8][CH2:9][CH3:10].C(=O)([O-])O.[Na+].[ClH:30]. The catalyst is O.[Cu]Cl. The product is [Cl:30][C:20]1[CH:19]=[C:18]([C:14]2([CH3:17])[CH:15]3[CH:13]2[CH2:12][N:11]([CH2:5][CH2:6][CH2:7][CH2:8][CH2:9][CH3:10])[CH2:16]3)[CH:23]=[CH:22][CH:21]=1. The yield is 0.390.